From a dataset of Forward reaction prediction with 1.9M reactions from USPTO patents (1976-2016). Predict the product of the given reaction. (1) Given the reactants [Br:1][C:2]1[CH:10]=[C:9]2[C:5]([CH2:6][C:7](=[O:11])[NH:8]2)=[CH:4][CH:3]=1.[CH:12]([C:14]1[NH:15][C:16]([CH3:34])=[C:17]([S:24]([C:27]2[CH:32]=[CH:31][C:30]([CH3:33])=[CH:29][CH:28]=2)(=[O:26])=[O:25])[C:18]=1[CH2:19][CH2:20][C:21]([OH:23])=[O:22])=O.N1CCCCC1, predict the reaction product. The product is: [Br:1][C:2]1[CH:10]=[C:9]2[C:5](/[C:6](=[CH:12]/[C:14]3[NH:15][C:16]([CH3:34])=[C:17]([S:24]([C:27]4[CH:28]=[CH:29][C:30]([CH3:33])=[CH:31][CH:32]=4)(=[O:25])=[O:26])[C:18]=3[CH2:19][CH2:20][C:21]([OH:23])=[O:22])/[C:7](=[O:11])[NH:8]2)=[CH:4][CH:3]=1. (2) Given the reactants CN([CH2:4][C@H:5]1[CH:11]=[C:10](SC2C=CC=CC=2)[CH:9]=[CH:8][C@H:7]([CH3:19])[C@@H:6]1[OH:20])C.[CH:21]1[CH:26]=[C:25](Cl)[CH:24]=[C:23](C(OO)=O)[CH:22]=1.[OH:32][S:33]([O-:35])=O.[Na+], predict the reaction product. The product is: [C:25]1([S:33]([C:10]2[CH:9]=[CH:8][C@H:7]([CH3:19])[C@H:6]([OH:20])[C:5](=[CH2:4])[CH:11]=2)(=[O:35])=[O:32])[CH:24]=[CH:23][CH:22]=[CH:21][CH:26]=1. (3) Given the reactants [CH3:1][O:2][C:3]1[CH:4]=[C:5]([CH:7]=[C:8]([O:12][CH3:13])[C:9]=1[O:10][CH3:11])[NH2:6].CC1(C)C2C(=C(P(C3C=CC=CC=3)C3C=CC=CC=3)C=CC=2)OC2C(P(C3C=CC=CC=3)C3C=CC=CC=3)=CC=CC1=2.C([O-])([O-])=O.[Cs+].[Cs+].Cl[C:63]1[CH:68]=[C:67]([O:69][C:70]2[C:71]([C:76]3[CH:81]=[CH:80][CH:79]=[C:78]([CH3:82])[N:77]=3)=[N:72][CH:73]=[CH:74][CH:75]=2)[CH:66]=[CH:65][N:64]=1, predict the reaction product. The product is: [CH3:82][C:78]1[N:77]=[C:76]([C:71]2[C:70]([O:69][C:67]3[CH:66]=[CH:65][N:64]=[C:63]([NH:6][C:5]4[CH:7]=[C:8]([O:12][CH3:13])[C:9]([O:10][CH3:11])=[C:3]([O:2][CH3:1])[CH:4]=4)[CH:68]=3)=[CH:75][CH:74]=[CH:73][N:72]=2)[CH:81]=[CH:80][CH:79]=1. (4) Given the reactants O=[C:2]1[CH2:7][CH:6]([C:8]2[CH:13]=[CH:12][CH:11]=[CH:10][CH:9]=2)[CH2:5][CH2:4][CH:3]1[C:14]([O:16]C)=O.C(=O)(O)O.[NH2:22][C:23]([NH2:25])=[NH:24], predict the reaction product. The product is: [NH2:25][C:23]1[N:24]=[C:14]([OH:16])[C:3]2[CH2:4][CH2:5][CH:6]([C:8]3[CH:13]=[CH:12][CH:11]=[CH:10][CH:9]=3)[CH2:7][C:2]=2[N:22]=1. (5) The product is: [CH2:16]([S:20][C:21]1[N:22]=[C:23]([N:3]2[C:11]3[C:6](=[CH:7][CH:8]=[CH:9][CH:10]=3)[C:5]([S:12]([NH2:15])(=[O:14])=[O:13])=[CH:4]2)[CH:24]=[CH:25][N:26]=1)[CH2:17][CH2:18][CH3:19]. Given the reactants [H-].[Na+].[NH:3]1[C:11]2[C:6](=[CH:7][CH:8]=[CH:9][CH:10]=2)[C:5]([S:12]([NH2:15])(=[O:14])=[O:13])=[CH:4]1.[CH2:16]([S:20][C:21]1[N:26]=[C:25](Cl)[CH:24]=[CH:23][N:22]=1)[CH2:17][CH2:18][CH3:19], predict the reaction product. (6) The product is: [Cl:6][C:7]1[CH:12]=[CH:11][CH:10]=[C:9]([S:22][C:16]2[CH:17]=[CH:18][C:19]([Cl:21])=[CH:20][C:15]=2[Cl:14])[N:8]=1. Given the reactants CN(C=O)C.[Cl:6][C:7]1[CH:12]=[C:11](Cl)[CH:10]=[CH:9][N:8]=1.[Cl:14][C:15]1[CH:20]=[C:19]([Cl:21])[CH:18]=[CH:17][C:16]=1[SH:22].C(=O)([O-])[O-].[K+].[K+], predict the reaction product. (7) Given the reactants [Br:1][C:2]1[N:7]=[CH:6][C:5]2[N:8]([CH3:16])[C:9]([C:11]3[CH:12]=[N:13][NH:14][CH:15]=3)=[N:10][C:4]=2[CH:3]=1.[H-].[Na+].[CH3:19][Si:20]([CH3:27])([CH3:26])[CH2:21][CH2:22][O:23][CH2:24]Cl, predict the reaction product. The product is: [Br:1][C:2]1[N:7]=[CH:6][C:5]2[N:8]([CH3:16])[C:9]([C:11]3[CH:15]=[N:14][N:13]([CH2:24][O:23][CH2:22][CH2:21][Si:20]([CH3:27])([CH3:26])[CH3:19])[CH:12]=3)=[N:10][C:4]=2[CH:3]=1.